From a dataset of Forward reaction prediction with 1.9M reactions from USPTO patents (1976-2016). Predict the product of the given reaction. (1) Given the reactants [NH2:1][CH:2]([CH3:7])[CH2:3][C:4]([OH:6])=[O:5].C(N(CC)CC)C.FC1C(F)=C(F)C(F)=C([O:22][C:23]([CH2:25][CH2:26][CH2:27][CH2:28][C@H:29]2[C@@H:37]3[C@@H:32]([NH:33][C:34]([NH:36]3)=[O:35])[CH2:31][S:30]2)=O)C=1, predict the reaction product. The product is: [C:23]([NH:1][CH:2]([CH3:7])[CH2:3][C:4]([OH:6])=[O:5])(=[O:22])[CH2:25][CH2:26][CH2:27][CH2:28][C@H:29]1[C@@H:37]2[C@@H:32]([NH:33][C:34]([NH:36]2)=[O:35])[CH2:31][S:30]1. (2) Given the reactants N1([CH2:10][CH2:11][NH:12][C:13](=[O:23])/[CH:14]=[CH:15]/[C:16]2[CH:21]=[CH:20][CH:19]=[CH:18][C:17]=2[F:22])C2C=CC=CC=2N=C1.FC1C=CC=CC=1C=CC(O)=O.Cl.NCC[C:40]([O:42][CH3:43])=[O:41].CCN=C=NCCCN(C)C.Cl.C(N(CC)CC)C, predict the reaction product. The product is: [F:22][C:17]1[CH:18]=[CH:19][CH:20]=[CH:21][C:16]=1/[CH:15]=[CH:14]/[C:13]([NH:12][CH2:11][CH2:10][C:40]([O:42][CH3:43])=[O:41])=[O:23]. (3) Given the reactants Cl[C:2]1[CH:7]=[CH:6][N:5]=[CH:4][CH:3]=1.Cl.[CH2:9]1[C:18]2[C:13](=[CH:14][CH:15]=[CH:16][CH:17]=2)[CH2:12][CH2:11][NH:10]1.[OH-].[Na+], predict the reaction product. The product is: [N:5]1[CH:6]=[CH:7][C:2]([N:10]2[CH2:11][CH2:12][C:13]3[C:18](=[CH:17][CH:16]=[CH:15][CH:14]=3)[CH2:9]2)=[CH:3][CH:4]=1.